This data is from Catalyst prediction with 721,799 reactions and 888 catalyst types from USPTO. The task is: Predict which catalyst facilitates the given reaction. Reactant: [C:1]([O:13][CH2:14][C:15]1[CH:20]=[CH:19][CH:18]=[CH:17][CH:16]=1)(=[O:12])[CH2:2][CH2:3][CH2:4][CH2:5][CH2:6][CH2:7][CH2:8][C:9](O)=[O:10].[BH4-].[Na+].[H][H].[B-](F)(F)(F)[O+](C)C. Product: [OH:10][CH2:9][CH2:8][CH2:7][CH2:6][CH2:5][CH2:4][CH2:3][CH2:2][C:1]([O:13][CH2:14][C:15]1[CH:16]=[CH:17][CH:18]=[CH:19][CH:20]=1)=[O:12]. The catalyst class is: 30.